Dataset: Full USPTO retrosynthesis dataset with 1.9M reactions from patents (1976-2016). Task: Predict the reactants needed to synthesize the given product. Given the product [CH3:33][O:32][CH2:31][O:30][C:27]1[CH:28]=[CH:29][C:24]([S:23][C:11]2[C:12]([C:14]([NH:16][C:17]3[CH:21]=[CH:20][N:19]([CH3:22])[N:18]=3)=[O:15])=[N:13][C:8]([S:40][C:36]3[N:35]([CH3:34])[CH:39]=[N:38][N:37]=3)=[CH:9][CH:10]=2)=[CH:25][CH:26]=1, predict the reactants needed to synthesize it. The reactants are: CC(N(C)C)=O.Cl[C:8]1[N:13]=[C:12]([C:14]([NH:16][C:17]2[CH:21]=[CH:20][N:19]([CH3:22])[N:18]=2)=[O:15])[C:11]([S:23][C:24]2[CH:29]=[CH:28][C:27]([O:30][CH2:31][O:32][CH3:33])=[CH:26][CH:25]=2)=[CH:10][CH:9]=1.[CH3:34][N:35]1[CH:39]=[N:38][N:37]=[C:36]1[SH:40].N12CCCN=C1CCCCC2.